This data is from Catalyst prediction with 721,799 reactions and 888 catalyst types from USPTO. The task is: Predict which catalyst facilitates the given reaction. (1) Reactant: [Br:1][C:2]1[CH:11]=[C:10]([F:12])[CH:9]=[C:8]2[C:3]=1[CH2:4][CH2:5][N:6](C(OCC)=O)[CH2:7]2.[OH-].[K+]. Product: [Br:1][C:2]1[CH:11]=[C:10]([F:12])[CH:9]=[C:8]2[C:3]=1[CH2:4][CH2:5][NH:6][CH2:7]2. The catalyst class is: 746. (2) Reactant: [Cl:1][C:2]1[C:7]([C:8]([C:10]2[CH:15]=[CH:14][CH:13]=[CH:12][CH:11]=2)=[O:9])=[C:6]([F:16])[C:5]([CH:17](O)[CH2:18][CH3:19])=[CH:4][CH:3]=1.C1(P(C2C=CC=CC=2)C2C=CC=CC=2)C=CC=CC=1.C(Br)(Br)(Br)[Br:41]. Product: [Br:41][CH:17]([C:5]1[C:6]([F:16])=[C:7]([C:8]([C:10]2[CH:15]=[CH:14][CH:13]=[CH:12][CH:11]=2)=[O:9])[C:2]([Cl:1])=[CH:3][CH:4]=1)[CH2:18][CH3:19]. The catalyst class is: 2. (3) Reactant: [N+:1]([C:4]1[CH:9]=[CH:8][C:7]([N:10]2[CH2:14][CH2:13][CH:12]([NH:15]C(=O)C)[CH2:11]2)=[CH:6][CH:5]=1)([O-:3])=[O:2].Cl.[OH-].[Na+]. Product: [N+:1]([C:4]1[CH:9]=[CH:8][C:7]([N:10]2[CH2:11][CH:12]([NH2:15])[CH2:13][CH2:14]2)=[CH:6][CH:5]=1)([O-:3])=[O:2]. The catalyst class is: 6. (4) Reactant: CN(C)C=O.ClC1C=CC=C([N+]([O-])=O)C=1S[C:17]1[N:18]([CH2:25][C@:26]([OH:51])([CH3:50])[CH2:27][N:28]2[CH2:33][CH2:32][N:31]([C:34]([O:36][CH2:37][CH:38]=[CH:39][C:40]3[CH:45]=[CH:44][C:43]([C:46]([F:49])([F:48])[F:47])=[CH:42][CH:41]=3)=[O:35])[CH2:30][CH2:29]2)[CH:19]=[C:20]([N+:22]([O-:24])=[O:23])[N:21]=1.CC(C)([O-])C.[Na+].O. Product: [CH3:50][C@@:26]1([CH2:27][N:28]2[CH2:29][CH2:30][N:31]([C:34]([O:36][CH2:37][CH:38]=[CH:39][C:40]3[CH:45]=[CH:44][C:43]([C:46]([F:47])([F:49])[F:48])=[CH:42][CH:41]=3)=[O:35])[CH2:32][CH2:33]2)[O:51][C:17]2=[N:21][C:20]([N+:22]([O-:24])=[O:23])=[CH:19][N:18]2[CH2:25]1. The catalyst class is: 13. (5) Product: [NH2:5][C:8]1[CH:13]=[C:12]([C:14]([F:15])([F:16])[F:17])[CH:11]=[CH:10][C:9]=1[N:18]1[C:26]2[C:21](=[CH:22][CH:23]=[CH:24][CH:25]=2)[CH2:20][CH2:19]1. The catalyst class is: 5. Reactant: Cl.[Sn](Cl)Cl.[N+:5]([C:8]1[CH:13]=[C:12]([C:14]([F:17])([F:16])[F:15])[CH:11]=[CH:10][C:9]=1[N:18]1[C:26]2[C:21](=[CH:22][CH:23]=[CH:24][CH:25]=2)[CH2:20][CH2:19]1)([O-])=O.C(=O)(O)[O-].[Na+]. (6) Reactant: [Cl-].[CH3:2][O:3][CH2:4][P+](C1C=CC=CC=1)(C1C=CC=CC=1)C1C=CC=CC=1.[CH3:24]C(C)([O-])C.[K+].[Si:30]([O:37][C:38]1[CH:39]=[CH:40][CH:41]=[C:42]2[C:47]=1[N:46]=[C:45](C=O)[CH:44]=[CH:43]2)([C:33]([CH3:36])([CH3:35])[CH3:34])([CH3:32])[CH3:31]. Product: [Si:30]([O:37][C:38]1[CH:39]=[CH:40][CH:41]=[C:42]2[C:47]=1[N:46]=[C:45](/[CH:24]=[CH:4]/[O:3][CH3:2])[CH:44]=[CH:43]2)([C:33]([CH3:34])([CH3:36])[CH3:35])([CH3:32])[CH3:31]. The catalyst class is: 1. (7) Reactant: [F:1][C:2]1[CH:3]=[C:4]([CH:6]=[CH:7][C:8]=1[O:9][CH3:10])[NH2:5].C([O-])(O)=O.[Na+].Cl[C:17]([O:19][CH3:20])=[O:18]. Product: [CH3:20][O:19][C:17](=[O:18])[NH:5][C:4]1[CH:6]=[CH:7][C:8]([O:9][CH3:10])=[C:2]([F:1])[CH:3]=1. The catalyst class is: 34.